The task is: Predict the product of the given reaction.. This data is from Forward reaction prediction with 1.9M reactions from USPTO patents (1976-2016). Given the reactants [CH2:1]([N:3]1[CH2:7][CH2:6][CH2:5][C@H:4]1[C:8]([NH:10][CH2:11][C:12]1[CH:17]=[C:16]([F:18])[CH:15]=[CH:14][C:13]=1[S:19]([NH:22][C:23]1[C:32]([C:33]([O:35][CH3:36])=[O:34])=[C:31]2[C:26]([CH:27]3[CH2:37][CH:28]3[CH2:29][O:30]2)=[CH:25][CH:24]=1)(=[O:21])=[O:20])=[O:9])[CH3:2].NCC1C=C(F)C=CC=1S(NC1C(C(OC)=O)=C2C(C3CC3CO2)=CC=1)(=O)=O.C(N1CCC[C@@H]1C(O)=O)C, predict the reaction product. The product is: [CH2:1]([N:3]1[CH2:7][CH2:6][CH2:5][C@@H:4]1[C:8]([NH:10][CH2:11][C:12]1[CH:17]=[C:16]([F:18])[CH:15]=[CH:14][C:13]=1[S:19]([NH:22][C:23]1[C:32]([C:33]([O:35][CH3:36])=[O:34])=[C:31]2[C:26]([CH:27]3[CH2:37][CH:28]3[CH2:29][O:30]2)=[CH:25][CH:24]=1)(=[O:20])=[O:21])=[O:9])[CH3:2].